The task is: Predict the reactants needed to synthesize the given product.. This data is from Full USPTO retrosynthesis dataset with 1.9M reactions from patents (1976-2016). Given the product [Cl:8][C:6]1[CH:5]=[CH:4][C:3]([S:9][CH2:11][C:12]2[N:13]=[CH:14][N:15]([CH2:17][CH2:18][CH3:19])[CH:16]=2)=[C:2]([CH:7]=1)[NH2:1], predict the reactants needed to synthesize it. The reactants are: [NH2:1][C:2]1[CH:7]=[C:6]([Cl:8])[CH:5]=[CH:4][C:3]=1[SH:9].Cl[CH2:11][C:12]1[N:13]=[CH:14][N:15]([CH2:17][CH2:18][CH3:19])[CH:16]=1.C([O-])([O-])=O.[K+].[K+].